Dataset: Full USPTO retrosynthesis dataset with 1.9M reactions from patents (1976-2016). Task: Predict the reactants needed to synthesize the given product. (1) Given the product [CH3:17][O:18][C:19](=[O:22])[CH:20]=[CH:21][C:12](=[C:13]([NH:1][CH2:2][CH:3]1[CH2:8][CH2:7][O:6][CH2:5][CH2:4]1)[CH3:14])[C:11]([O:10][CH3:9])=[O:16], predict the reactants needed to synthesize it. The reactants are: [NH2:1][CH2:2][CH:3]1[CH2:8][CH2:7][O:6][CH2:5][CH2:4]1.[CH3:9][O:10][C:11](=[O:16])[CH2:12][C:13](=O)[CH3:14].[CH3:17][O:18][C:19](=[O:22])[C:20]#[CH:21]. (2) Given the product [C:39]([C:36]1[CH:35]=[CH:34][C:33]([C:22]2[CH:23]=[C:24](/[CH:26]=[CH:27]/[CH2:28][OH:29])[CH:25]=[C:20]([C:17]3[CH:18]=[CH:19][C:14]([C:10]([CH3:13])([CH3:12])[CH3:11])=[CH:15][CH:16]=3)[CH:21]=2)=[CH:38][CH:37]=1)([CH3:41])([CH3:42])[CH3:40], predict the reactants needed to synthesize it. The reactants are: CC(C[AlH]CC(C)C)C.[C:10]([C:14]1[CH:19]=[CH:18][C:17]([C:20]2[CH:25]=[C:24](/[CH:26]=[CH:27]/[C:28](OCC)=[O:29])[CH:23]=[C:22]([C:33]3[CH:38]=[CH:37][C:36]([C:39]([CH3:42])([CH3:41])[CH3:40])=[CH:35][CH:34]=3)[CH:21]=2)=[CH:16][CH:15]=1)([CH3:13])([CH3:12])[CH3:11]. (3) Given the product [F:10][C:6]1[CH:7]=[CH:8][CH:9]=[C:2]([CH:17]=[CH2:18])[C:3]=1[CH:4]=[O:5], predict the reactants needed to synthesize it. The reactants are: Cl[C:2]1[CH:9]=[CH:8][CH:7]=[C:6]([F:10])[C:3]=1[CH:4]=[O:5].B1(C=C)OB([CH:17]=[CH2:18])OB(C=C)O1.C1C=CN=CC=1.C(=O)([O-])[O-].[K+].[K+].COCCOC. (4) Given the product [Br:1][C:2]1[CH:9]=[C:6]2[C:5](=[C:4]([Cl:11])[CH:3]=1)[O:10][CH:20]([C:23]([F:24])([F:26])[F:25])[C:19]([C:27]([O:29][CH2:30][CH3:31])=[O:28])=[CH:7]2, predict the reactants needed to synthesize it. The reactants are: [Br:1][C:2]1[CH:3]=[C:4]([Cl:11])[C:5]([OH:10])=[C:6]([CH:9]=1)[CH:7]=O.ClC1C=C(I)C=C2C=1O[CH:20]([C:23]([F:26])([F:25])[F:24])[C:19]([C:27]([O:29][CH2:30][CH3:31])=[O:28])=C2. (5) Given the product [CH3:1][O:2][C:3](=[O:13])[C:4]1[CH:5]=[C:6]([CH:20]=[CH2:21])[C:7]([NH2:11])=[C:8]([F:10])[CH:9]=1, predict the reactants needed to synthesize it. The reactants are: [CH3:1][O:2][C:3](=[O:13])[C:4]1[CH:9]=[C:8]([F:10])[C:7]([NH2:11])=[C:6](Br)[CH:5]=1.C([O-])([O-])=O.[Cs+].[Cs+].[CH2:20]1COC[CH2:21]1.O. (6) Given the product [Cl:1][C:2]1[N:3]=[C:4]([N:13]2[CH2:18][CH2:17][O:16][CH2:15][CH2:14]2)[C:5]2[CH:10]=[C:9]([CH2:11][N:27]3[CH2:28][CH2:29][N:24]([CH:21]4[CH2:23][CH2:22]4)[CH2:25][CH2:26]3)[S:8][C:6]=2[N:7]=1, predict the reactants needed to synthesize it. The reactants are: [Cl:1][C:2]1[N:3]=[C:4]([N:13]2[CH2:18][CH2:17][O:16][CH2:15][CH2:14]2)[C:5]2[CH:10]=[C:9]([CH:11]=O)[S:8][C:6]=2[N:7]=1.Cl.Cl.[CH:21]1([N:24]2[CH2:29][CH2:28][NH:27][CH2:26][CH2:25]2)[CH2:23][CH2:22]1.C(O[BH-](OC(=O)C)OC(=O)C)(=O)C.[Na+].COC(OC)OC. (7) Given the product [F:1][C:2]1[CH:7]=[CH:6][CH:5]=[C:4]([F:8])[C:3]=1[C:9]1[C:18]2[CH:17]=[C:16]([CH:19]=[O:35])[CH:15]=[CH:14][C:13]=2[C:12]2[N:21]([S:24]([N:27]([CH3:29])[CH3:28])(=[O:26])=[O:25])[N:22]=[CH:23][C:11]=2[N:10]=1, predict the reactants needed to synthesize it. The reactants are: [F:1][C:2]1[CH:7]=[CH:6][CH:5]=[C:4]([F:8])[C:3]=1[C:9]1[C:18]2[CH:17]=[C:16]([CH:19]=C)[CH:15]=[CH:14][C:13]=2[C:12]2[N:21]([S:24]([N:27]([CH3:29])[CH3:28])(=[O:26])=[O:25])[N:22]=[CH:23][C:11]=2[N:10]=1.O.C([OH:35])CCC.I([O-])(=O)(=O)=O.[Na+].